This data is from Full USPTO retrosynthesis dataset with 1.9M reactions from patents (1976-2016). The task is: Predict the reactants needed to synthesize the given product. Given the product [N+:21]([C:15]1[C:16]([S:18][C:19]#[N:20])=[N:17][C:12]([NH:10][C:7]2([C:1]3[CH:6]=[CH:5][CH:4]=[CH:3][CH:2]=3)[CH2:9][CH2:8]2)=[N:13][CH:14]=1)([O-:23])=[O:22], predict the reactants needed to synthesize it. The reactants are: [C:1]1([C:7]2([NH2:10])[CH2:9][CH2:8]2)[CH:6]=[CH:5][CH:4]=[CH:3][CH:2]=1.Cl[C:12]1[N:17]=[C:16]([S:18][C:19]#[N:20])[C:15]([N+:21]([O-:23])=[O:22])=[CH:14][N:13]=1.